Task: Predict which catalyst facilitates the given reaction.. Dataset: Catalyst prediction with 721,799 reactions and 888 catalyst types from USPTO (1) Reactant: [Cl:1][C:2]1[CH:7]=[C:6]([O:8][C:9]2[CH:14]=[CH:13][C:12]([N:15]=[C:16]=[O:17])=[CH:11][CH:10]=2)[N:5]=[CH:4][N:3]=1.[CH3:18][N:19]1[CH2:24][CH2:23][N:22]([CH2:25][C:26]2[CH:27]=[C:28]([CH:30]=[C:31]([C:33]([F:36])([F:35])[F:34])[CH:32]=2)[NH2:29])[CH2:21][CH2:20]1. Product: [Cl:1][C:2]1[N:3]=[CH:4][N:5]=[C:6]([O:8][C:9]2[CH:10]=[CH:11][C:12]([NH:15][C:16]([NH:29][C:28]3[CH:30]=[C:31]([C:33]([F:34])([F:35])[F:36])[CH:32]=[C:26]([CH2:25][N:22]4[CH2:23][CH2:24][N:19]([CH3:18])[CH2:20][CH2:21]4)[CH:27]=3)=[O:17])=[CH:13][CH:14]=2)[CH:7]=1. The catalyst class is: 116. (2) Reactant: Br[C:2]1[CH:3]=[C:4]([C:14]([NH:16][CH2:17][C:18]2[C:19](=[O:26])[NH:20][C:21]([CH3:25])=[CH:22][C:23]=2[CH3:24])=[O:15])[C:5]2[CH:10]=[N:9][N:8]([CH:11]([CH3:13])[CH3:12])[C:6]=2[N:7]=1.[CH3:27][N:28]1[CH2:33][CH2:32][N:31]([C:34]2[CH:39]=[CH:38][C:37](B3OC(C)(C)C(C)(C)O3)=[CH:36][CH:35]=2)[CH2:30][CH2:29]1.C([O-])([O-])=O.[Na+].[Na+].CCOC(C)=O. Product: [CH3:24][C:23]1[CH:22]=[C:21]([CH3:25])[NH:20][C:19](=[O:26])[C:18]=1[CH2:17][NH:16][C:14]([C:4]1[C:5]2[CH:10]=[N:9][N:8]([CH:11]([CH3:13])[CH3:12])[C:6]=2[N:7]=[C:2]([C:37]2[CH:36]=[CH:35][C:34]([N:31]3[CH2:32][CH2:33][N:28]([CH3:27])[CH2:29][CH2:30]3)=[CH:39][CH:38]=2)[CH:3]=1)=[O:15]. The catalyst class is: 70.